From a dataset of Full USPTO retrosynthesis dataset with 1.9M reactions from patents (1976-2016). Predict the reactants needed to synthesize the given product. The reactants are: [Br:1][C:2]1[N:7]=[C:6]([NH2:8])[CH:5]=[CH:4][CH:3]=1.CC1C=CN=C(N)C=1C.C(=O)(OC(C)(C)C)[O:19][C:20]([O:22][C:23]([CH3:26])([CH3:25])[CH3:24])=O. Given the product [Br:1][C:2]1[N:7]=[C:6]([NH:8][C:20](=[O:19])[O:22][C:23]([CH3:26])([CH3:25])[CH3:24])[CH:5]=[CH:4][CH:3]=1, predict the reactants needed to synthesize it.